From a dataset of Full USPTO retrosynthesis dataset with 1.9M reactions from patents (1976-2016). Predict the reactants needed to synthesize the given product. (1) The reactants are: C(O[C:6]([N:8](C)[CH:9]([CH2:15][CH2:16][CH2:17][CH2:18][B:19]1[O:23]C(C)(C)C(C)(C)[O:20]1)[C:10]([O:12]CC)=[O:11])=O)(C)(C)C. Given the product [B:19]([CH2:18][CH2:17][CH2:16][CH2:15][CH:9]([NH:8][CH3:6])[C:10]([OH:12])=[O:11])([OH:23])[OH:20], predict the reactants needed to synthesize it. (2) Given the product [NH2:38][C:37]1[S:39]/[C:33](=[CH:14]\[C:11]2[CH:12]=[C:13]3[C:8](=[CH:9][CH:10]=2)[N:7]=[CH:6][C:5]([C:16]#[N:17])=[C:4]3[S:3][CH2:1][CH3:2])/[C:34](=[O:35])[N:36]=1, predict the reactants needed to synthesize it. The reactants are: [CH2:1]([S:3][C:4]1[C:13]2[C:8](=[CH:9][CH:10]=[C:11]([CH:14]=O)[CH:12]=2)[N:7]=[CH:6][C:5]=1[C:16]#[N:17])[CH3:2].COC1C=CC(/C=[C:33]2/[C:34]([NH:36][C:37]([S:39]/2)=[NH:38])=[O:35])=CC=1OC1CCCC1.C([O-])(=O)C.[Na+]. (3) Given the product [CH3:12][C:11]1([CH3:13])[C:6]2=[N:5][N:4]([CH2:3][C:18]([CH2:17][CH2:16][C:15]([F:14])([F:23])[F:24])([C:19]#[N:20])[C:21]#[N:22])[CH:8]=[C:7]2[CH2:9][CH2:10]1, predict the reactants needed to synthesize it. The reactants are: Cl.Cl[CH2:3][N:4]1[CH:8]=[C:7]2[CH2:9][CH2:10][C:11]([CH3:13])([CH3:12])[C:6]2=[N:5]1.[F:14][C:15]([F:24])([F:23])[CH2:16][CH2:17][CH:18]([C:21]#[N:22])[C:19]#[N:20].C(=O)([O-])[O-].[K+].[K+].O. (4) Given the product [NH2:1][C:2]1[CH:9]=[CH:8][C:5]([C:6]#[N:7])=[CH:4][C:3]=1[S:10][CH2:12][C:13]1[CH:18]=[CH:17][CH:16]=[CH:15][CH:14]=1, predict the reactants needed to synthesize it. The reactants are: [NH2:1][C:2]1[CH:9]=[CH:8][C:5]([C:6]#[N:7])=[CH:4][C:3]=1[SH:10].Br[CH2:12][C:13]1[CH:18]=[CH:17][CH:16]=[CH:15][CH:14]=1.C([O-])([O-])=O.[K+].[K+]. (5) Given the product [C:14]([C:11]1[N:12]([CH3:13])[C:8]([C:5]2[CH:6]=[CH:7][C:2]([NH:1][S:26]([CH2:23][CH2:24][CH3:25])(=[O:28])=[O:27])=[CH:3][CH:4]=2)=[CH:9][CH:10]=1)#[N:15], predict the reactants needed to synthesize it. The reactants are: [NH2:1][C:2]1[CH:7]=[CH:6][C:5]([C:8]2[N:12]([CH3:13])[C:11]([C:14]#[N:15])=[CH:10][CH:9]=2)=[CH:4][CH:3]=1.C(N(CC)CC)C.[CH2:23]([S:26](Cl)(=[O:28])=[O:27])[CH2:24][CH3:25]. (6) Given the product [Cl:1][C:2]1[CH:34]=[CH:33][C:5]([O:6][C:7]2[CH:12]=[CH:11][C:10]([N:13]3[CH:17]=[C:16]([C:18]4[CH:23]=[CH:22][C:21]([O:24][CH2:25][C@@H:26]([OH:27])[CH2:28][NH:37][CH2:35][CH3:36])=[CH:20][CH:19]=4)[N:15]=[C:14]3[CH2:29][O:30][CH2:31][CH3:32])=[CH:9][CH:8]=2)=[CH:4][CH:3]=1, predict the reactants needed to synthesize it. The reactants are: [Cl:1][C:2]1[CH:34]=[CH:33][C:5]([O:6][C:7]2[CH:12]=[CH:11][C:10]([N:13]3[CH:17]=[C:16]([C:18]4[CH:23]=[CH:22][C:21]([O:24][CH2:25][C@@H:26]5[CH2:28][O:27]5)=[CH:20][CH:19]=4)[N:15]=[C:14]3[CH2:29][O:30][CH2:31][CH3:32])=[CH:9][CH:8]=2)=[CH:4][CH:3]=1.[CH2:35]([NH2:37])[CH3:36]. (7) Given the product [O:61]=[C:59]1[N:58]([C:62]2[CH:63]=[CH:64][C:65]([N:68]3[CH2:72][CH2:71][CH2:70][C:69]3=[O:73])=[CH:66][CH:67]=2)[CH2:57][C@H:56]([CH2:55][C:40]2[CH:39]=[CH:38][S:42][C:41]=2[C:43]([NH2:1])=[O:45])[O:60]1, predict the reactants needed to synthesize it. The reactants are: [NH2:1]C1C=CC(N2CCCC2=O)=CC=1.C(OC(Cl)=O)C1C=CC=CC=1.C1(=O)NC(=O)C2=CC=CC=C12.[K].Cl[C:38]1[S:42][C:41]([C:43]([OH:45])=O)=[CH:40][CH:39]=1.ClC1SC(C(N[CH2:55][C@@H:56]2[O:60][C:59](=[O:61])[N:58]([C:62]3[CH:67]=[CH:66][C:65]([N:68]4[CH2:72][CH2:71][CH2:70][C:69]4=[O:73])=[CH:64][CH:63]=3)[CH2:57]2)=O)=CC=1. (8) Given the product [CH3:1][O:2][C:3]1[CH:25]=[CH:24][CH:23]=[CH:22][C:4]=1[CH2:5][N:6]1[C:10]([CH2:11][CH2:12][CH2:13][OH:14])=[CH:9][C:8]([O:18][CH:19]([CH3:21])[CH3:20])=[N:7]1, predict the reactants needed to synthesize it. The reactants are: [CH3:1][O:2][C:3]1[CH:25]=[CH:24][CH:23]=[CH:22][C:4]=1[CH2:5][N:6]1[C:10]([CH2:11][CH2:12][C:13](OCC)=[O:14])=[CH:9][C:8]([O:18][CH:19]([CH3:21])[CH3:20])=[N:7]1.[H-].C([Al+]CC(C)C)C(C)C.CO.[C@H](O)(C([O-])=O)[C@@H](O)C([O-])=O.[Na+].[K+].